Dataset: Forward reaction prediction with 1.9M reactions from USPTO patents (1976-2016). Task: Predict the product of the given reaction. (1) The product is: [C:1]([O:5][C:6](=[O:22])[NH:7][CH:8]([C:12](=[O:21])[NH:13][C:14]1[CH:19]=[CH:18][C:17]([C:26]([CH3:27])=[CH:25][C:24](=[O:28])[CH3:23])=[CH:16][N:15]=1)[CH2:9][CH2:10][CH3:11])([CH3:4])([CH3:3])[CH3:2]. Given the reactants [C:1]([O:5][C:6](=[O:22])[NH:7][CH:8]([C:12](=[O:21])[NH:13][C:14]1[CH:19]=[CH:18][C:17](Br)=[CH:16][N:15]=1)[CH2:9][CH2:10][CH3:11])([CH3:4])([CH3:3])[CH3:2].[CH3:23][C:24](=[O:28])[CH:25]=[CH:26][CH3:27].C(N(C(C)C)CC)(C)C.C1(C)C=CC=CC=1P(C1C=CC=CC=1C)C1C=CC=CC=1C, predict the reaction product. (2) Given the reactants [CH:1]1N=CN(C(N2C=NC=C2)=O)[CH:2]=1.[Cl:13][C:14]1[CH:44]=[CH:43][C:17]([CH2:18][N:19]([C:25]([C:27]2([CH3:42])[CH2:30][CH2:29][N:28]2[C:31](=[O:41])[CH2:32][C:33]2[CH:38]=[C:37]([CH3:39])[CH:36]=[C:35]([CH3:40])[CH:34]=2)=[O:26])[CH2:20][CH2:21]C(O)=O)=[CH:16][CH:15]=1.[Mg+2].[Cl-].[Cl-].[C:48]([OH:54])(=O)[CH2:49][C:50]([OH:52])=[O:51].C([K])C, predict the reaction product. The product is: [CH2:1]([O:52][C:50](=[O:51])[CH2:49][C:48](=[O:54])[CH2:21][CH2:20][N:19]([CH2:18][C:17]1[CH:16]=[CH:15][C:14]([Cl:13])=[CH:44][CH:43]=1)[C:25]([C:27]1([CH3:42])[CH2:30][CH2:29][N:28]1[C:31](=[O:41])[CH2:32][C:33]1[CH:38]=[C:37]([CH3:39])[CH:36]=[C:35]([CH3:40])[CH:34]=1)=[O:26])[CH3:2]. (3) Given the reactants [I:1][C:2]1[CH:3]=[C:4]2[C:9](=[N:10][C:11]=1[O:12][CH3:13])[N:8]([CH3:14])[CH:7]=[C:6]([C:15]([O:17]CC)=[O:16])[C:5]2=[O:20].[OH-].[Na+].Cl, predict the reaction product. The product is: [I:1][C:2]1[CH:3]=[C:4]2[C:9](=[N:10][C:11]=1[O:12][CH3:13])[N:8]([CH3:14])[CH:7]=[C:6]([C:15]([OH:17])=[O:16])[C:5]2=[O:20].